Dataset: NCI-60 drug combinations with 297,098 pairs across 59 cell lines. Task: Regression. Given two drug SMILES strings and cell line genomic features, predict the synergy score measuring deviation from expected non-interaction effect. (1) Drug 1: C1=NC2=C(N1)C(=S)N=C(N2)N. Drug 2: CC(C1=C(C=CC(=C1Cl)F)Cl)OC2=C(N=CC(=C2)C3=CN(N=C3)C4CCNCC4)N. Cell line: HOP-92. Synergy scores: CSS=22.2, Synergy_ZIP=-10.0, Synergy_Bliss=-6.21, Synergy_Loewe=-5.09, Synergy_HSA=-5.15. (2) Drug 2: C1=CC=C(C(=C1)C(C2=CC=C(C=C2)Cl)C(Cl)Cl)Cl. Cell line: A549. Drug 1: CCC1=C2CN3C(=CC4=C(C3=O)COC(=O)C4(CC)O)C2=NC5=C1C=C(C=C5)O. Synergy scores: CSS=21.5, Synergy_ZIP=-7.66, Synergy_Bliss=-0.612, Synergy_Loewe=-28.1, Synergy_HSA=-2.06. (3) Drug 2: COCCOC1=C(C=C2C(=C1)C(=NC=N2)NC3=CC=CC(=C3)C#C)OCCOC.Cl. Drug 1: C1CN1P(=S)(N2CC2)N3CC3. Cell line: K-562. Synergy scores: CSS=12.0, Synergy_ZIP=-0.261, Synergy_Bliss=0.586, Synergy_Loewe=-1.43, Synergy_HSA=0.945. (4) Drug 1: CNC(=O)C1=NC=CC(=C1)OC2=CC=C(C=C2)NC(=O)NC3=CC(=C(C=C3)Cl)C(F)(F)F. Drug 2: CC(C)CN1C=NC2=C1C3=CC=CC=C3N=C2N. Cell line: M14. Synergy scores: CSS=7.40, Synergy_ZIP=-2.68, Synergy_Bliss=5.46, Synergy_Loewe=4.13, Synergy_HSA=4.14. (5) Drug 1: C1CC(=O)NC(=O)C1N2CC3=C(C2=O)C=CC=C3N. Drug 2: CC(CN1CC(=O)NC(=O)C1)N2CC(=O)NC(=O)C2. Cell line: HCC-2998. Synergy scores: CSS=11.7, Synergy_ZIP=0.0697, Synergy_Bliss=5.18, Synergy_Loewe=3.94, Synergy_HSA=3.94.